This data is from Experimentally validated miRNA-target interactions with 360,000+ pairs, plus equal number of negative samples. The task is: Binary Classification. Given a miRNA mature sequence and a target amino acid sequence, predict their likelihood of interaction. (1) The miRNA is mmu-miR-6951-5p with sequence UUGUAUUUGUGUGAUUAAAGU. The protein sequence of the target gene is MCSTSGCDLEEIPLDDDDLNTIEFKILAYYTRHHVFKSTPALFSPKLLRTRSLSQRGLGNCSANESWTEVSWPCRNSQSSEKAINLGKKKSSWKAFFGVVEKEDSQSTPAKVSAQGQRTLEYQDSHSQQWSRCLSNVEQCLEHEAVDPKVISIANRVAEIVYSWPPPQATQAGGFKSKEIFVTEGLSFQLQGHVPVASSSKKDEEEQILAKIVELLKYSGDQLERKLKKDKALMGHFQDGLSYSVFKTITDQVLMGVDPRGESEVKAQGFKAALVIDVTAKLTAIDNHPMNRVLGFGTKY.... Result: 0 (no interaction). (2) The miRNA is mmu-miR-33-5p with sequence GUGCAUUGUAGUUGCAUUGCA. The protein sequence of the target gene is MLGARLRLWVCALCSVCSMSVLRAYPNASPLLGSSWGGLIHLYTATARNSYHLQIHKNGHVDGAPHQTIYSALMIRSEDAGFVVITGVMSRRYLCMDFRGNIFGSHYFDPENCRFQHQTLENGYDVYHSPQYHFLVSLGRAKRAFLPGMNPPPYSQFLSRRNEIPLIHFNTPIPRRHTRSAEDDSERDPLNVLKPRARMTPAPASCSQELPSAEDNSPMASDPLGVVRGGRVNTHAGGTGPEGCRPFAKFI. Result: 0 (no interaction). (3) The miRNA is hsa-miR-4710 with sequence GGGUGAGGGCAGGUGGUU. The protein sequence of the target gene is MPASELKASEIPFHPSIKTQDPKAEEKSPKKQKVTLTAAEALKLFKNQLSPYEQSEILGYAELWFLGLEAKKLDTAPEKFSKTSFDDEHGFYLKVLHDHIAYRYEVLETIGKGSFGQVAKCLDHKNNELVALKIIRNKKRFHQQALMELKILEALRKKDKDNTYNVVHMKDFFYFRNHFCITFELLGINLYELMKNNNFQGFSLSIVRRFTLSVLKCLQMLSVEKIIHCDLKPENIVLYQKGQASVKVIDFGSSCYEHQKVYTYIQSRFYRSPEVILGHPYDVAIDMWSLGCITAELYTG.... Result: 0 (no interaction). (4) The miRNA is mmu-miR-200b-3p with sequence UAAUACUGCCUGGUAAUGAUGA. The protein sequence of the target gene is MSRRKQSKPRQIKRPLEDAIDDEEEECPVEEAEVISKGDFPLEGSFPAGFEPENLSCEDVEFFCNKGDDEGIQEPAESDGDSHSDKPGQPGVETDDWDGPGELEVFQRDGERKIQSRQQLPVGTTWGPFAGKMDLNNNSLKTKAQVPMVLTAGPKWLLDVTWQGVEDSKNNCIVYSKGGQLWCTTTKAISEGEELVAFVVDFDSRLQAASHMTLTEGMYPARLLDSIQLLPQQAAMASILPTAIVNKDIFPCKSCGIWYRSERNLQAHLMYYCSGRQREAAPVSEENEDNSHQVSSLCPF.... Result: 1 (interaction). (5) The miRNA is hsa-miR-3680-3p with sequence UUUUGCAUGACCCUGGGAGUAGG. The protein sequence of the target gene is MAGAHSTPLWSRHLLKAVLMVLVALFLVHSASAQSHREFASPGQQKKETSADILTQIGRSLKEMLDTWLGPETMHVISETLLQVMWAISSAISVACFALSGIAAQLLSALGLDGEQLTQGLKLSPSQVQTLLLWGAAALVIYWLLSLLLGLVLALLGRILGGLKLVLFVAGFVALVRSVPDPSTRALMLLALLTLFALLSRLTGSRSSGSHLEAKVRGLERQIEELRGRQRRAAKMPRSMEEE. Result: 0 (no interaction). (6) Result: 0 (no interaction). The miRNA is hsa-miR-622 with sequence ACAGUCUGCUGAGGUUGGAGC. The protein sequence of the target gene is MGDWSFLGRLLENAQEHSTVIGKVWLTVLFIFRILVLGAAAEEVWGDEQSDFTCNTQQPGCENVCYDRAFPISHIRFWALQIIFVSTPTLIYLGHVLHIVRMEEKKKEREEELLRRDNPQHGRGREPMRTGSPRDPPLRDDRGKVRIAGALLRTYVFNIIFKTLFEVGFIAGQYFLYGFQLQPLYRCDRWPCPNTVDCFISRPTEKTIFVIFMLAVACASLVLNMLEIYHLGWKKLKQGVTNHFNPDASEARHKPLDPLPTATSSGPPSVSIGFPPYYTHPACPTVQAKAIGFPGAPLSP.... (7) The miRNA is hsa-miR-4438 with sequence CACAGGCUUAGAAAAGACAGU. The protein sequence of the target gene is MDTFSTKSLALQAQKKLLSKMASKAVVAVLVDDTSSEVLDELYRATREFTRSRKEAQKMLKNLVKVALKLGLLLRGDQLGGEELALLRRFRHRARCLAMTAVSFHQVDFTFDRRVLAAGLLECRDLLHQAVGPHLTAKSHGRINHVFGHLADCDFLAALYGPAEPYRSHLRRICEGLGRMLDEGSL. Result: 1 (interaction).